The task is: Predict the reaction yield, written as a fraction of the theoretical maximum amount of product (1.0 means a 100% yield; for example, 0.34 means a 34% yield).. This data is from Reaction yield outcomes from USPTO patents with 853,638 reactions. (1) The reactants are [CH3:1][O:2]/[CH:3]=[CH:4]/[C:5]([OH:7])=O.O1CCCC1.C(Cl)(=O)C(Cl)=O.Cl.[NH2:20][C:21]1[N:22]=[C:23]2[CH:28]=[CH:27][C:26]([O:29][C:30]3[CH:31]=[CH:32][C:33]([CH3:46])=[C:34]([NH:36][C:37]([C:39]4[N:43]([CH3:44])[N:42]=[C:41]([CH3:45])[CH:40]=4)=[O:38])[CH:35]=3)=[N:25][N:24]2[CH:47]=1. The catalyst is CN(C)C=O.CN(C)C(=O)C. The product is [CH3:1][O:2]/[CH:3]=[CH:4]/[C:5]([NH:20][C:21]1[N:22]=[C:23]2[CH:28]=[CH:27][C:26]([O:29][C:30]3[CH:31]=[CH:32][C:33]([CH3:46])=[C:34]([NH:36][C:37]([C:39]4[N:43]([CH3:44])[N:42]=[C:41]([CH3:45])[CH:40]=4)=[O:38])[CH:35]=3)=[N:25][N:24]2[CH:47]=1)=[O:7]. The yield is 0.280. (2) The reactants are [H-].[H-].[H-].[H-].[Li+].[Al+3].[CH:7]([N:10]1[CH2:15][CH2:14][CH:13]([C:16]([NH2:18])=O)[CH2:12][CH2:11]1)([CH3:9])[CH3:8].O.[OH-].[Na+]. The catalyst is C1COCC1. The product is [CH:7]([N:10]1[CH2:15][CH2:14][CH:13]([CH2:16][NH2:18])[CH2:12][CH2:11]1)([CH3:9])[CH3:8]. The yield is 0.280. (3) The reactants are [Cl:1][C:2]1[CH:7]=[C:6]2[NH:8][C:9](=[O:32])[C:10]3([CH:15]([C:16]4[CH:21]=[CH:20][CH:19]=[C:18]([Cl:22])[CH:17]=4)[CH2:14][C:13](=[O:23])[N:12]([CH2:24][C:25](F)=[O:26])[CH:11]3[C:28](=[CH2:31])[CH2:29][CH3:30])[C:5]2=[CH:4][CH:3]=1.FC(F)(F)C(O)=O.[CH3:40][S:41]([N:44]1[CH2:49][CH2:48][CH:47]([NH2:50])[CH2:46][CH2:45]1)(=[O:43])=[O:42].CN1CCOCC1. The catalyst is CN(C)C1C=CN=CC=1.O1CCCC1. The product is [Cl:1][C:2]1[CH:7]=[C:6]2[NH:8][C:9](=[O:32])[C:10]3([CH:15]([C:16]4[CH:21]=[CH:20][CH:19]=[C:18]([Cl:22])[CH:17]=4)[CH2:14][C:13](=[O:23])[N:12]([CH2:24][C:25]([NH:50][CH:47]4[CH2:48][CH2:49][N:44]([S:41]([CH3:40])(=[O:43])=[O:42])[CH2:45][CH2:46]4)=[O:26])[CH:11]3[C:28](=[CH2:31])[CH2:29][CH3:30])[C:5]2=[CH:4][CH:3]=1. The yield is 0.440. (4) The yield is 0.560. The product is [Cl:15][C:16]1[CH:21]=[C:20]([Cl:22])[CH:19]=[CH:18][C:17]=1[C:23]1[N:24]([C:32]2[CH:37]=[CH:36][C:35]([O:38][CH2:39][CH2:40][CH2:41][F:42])=[CH:34][CH:33]=2)[C:25]([CH3:31])=[C:26]([C:28]([NH:8][N:2]2[CH2:7][CH2:6][CH2:5][CH2:4][CH2:3]2)=[O:29])[N:27]=1. The reactants are Cl.[N:2]1([NH2:8])[CH2:7][CH2:6][CH2:5][CH2:4][CH2:3]1.N1C=CC=CC=1.[Cl:15][C:16]1[CH:21]=[C:20]([Cl:22])[CH:19]=[CH:18][C:17]=1[C:23]1[N:24]([C:32]2[CH:37]=[CH:36][C:35]([O:38][CH2:39][CH2:40][CH2:41][F:42])=[CH:34][CH:33]=2)[C:25]([CH3:31])=[C:26]([C:28](Cl)=[O:29])[N:27]=1. The catalyst is C(Cl)Cl. (5) The product is [NH2:10][C:9]1[CH:8]=[C:7]([O:15][CH3:16])[CH:6]=[C:5]([CH2:17][CH3:18])[C:4]=1[C:3]([OH:19])=[O:2]. The yield is 0.980. The catalyst is O.C1COCC1. The reactants are C[O:2][C:3](=[O:19])[C:4]1[C:9]([NH:10]C(OC)=O)=[CH:8][C:7]([O:15][CH3:16])=[CH:6][C:5]=1[CH2:17][CH3:18].CO.[OH-].[Li+]. (6) The reactants are [CH2:1]([O:5][C:6]1[CH:7]=[C:8]([CH:11]=[CH:12][C:13]=1[O:14][CH:15]([F:17])[F:16])[CH:9]=O)[C:2]#[C:3][CH3:4].C(O)(=O)[CH2:19][C:20]([OH:22])=[O:21].Cl. The catalyst is N1CCCCC1.N1C=CC=CC=1. The product is [CH2:1]([O:5][C:6]1[CH:7]=[C:8](/[CH:9]=[CH:19]/[C:20]([OH:22])=[O:21])[CH:11]=[CH:12][C:13]=1[O:14][CH:15]([F:17])[F:16])[C:2]#[C:3][CH3:4]. The yield is 0.610. (7) The reactants are [CH3:1][CH2:2][O:3][C:4]([C:6]1[NH:7][C:8]2[C:13]([CH:14]=1)=[CH:12][C:11]([C:15]([OH:17])=O)=[CH:10][CH:9]=2)=[O:5].F[B-](F)(F)F.N1(OC(N(C)C)=[N+](C)C)C2C=CC=CC=2N=N1.[N:40]1([CH:46]2[CH2:51][CH2:50][NH:49][CH2:48][CH2:47]2)[CH2:45][CH2:44][CH2:43][CH2:42][CH2:41]1.C(N(CC)C(C)C)(C)C. The catalyst is CN(C)C=O. The product is [CH2:2]([O:3][C:4]([C:6]1[NH:7][C:8]2[C:13]([CH:14]=1)=[CH:12][C:11]([C:15]([N:49]1[CH2:50][CH2:51][CH:46]([N:40]3[CH2:45][CH2:44][CH2:43][CH2:42][CH2:41]3)[CH2:47][CH2:48]1)=[O:17])=[CH:10][CH:9]=2)=[O:5])[CH3:1]. The yield is 0.670. (8) The catalyst is ClCCCl. The reactants are [NH2:1][C:2]1[CH:15]=[CH:14][C:13]([Cl:16])=[CH:12][C:3]=1[C:4]([C:6]1[CH:11]=[CH:10][CH:9]=[CH:8][CH:7]=1)=[O:5].[F:17][C:18]([F:36])([F:35])[C:19]1[CH:20]=[C:21]([C:29]([CH3:34])([CH3:33])[C:30](O)=[O:31])[CH:22]=[C:23]([C:25]([F:28])([F:27])[F:26])[CH:24]=1.C1(N=C=NC2CCCCC2)CCCCC1. The yield is 0.580. The product is [C:4]([C:3]1[CH:12]=[C:13]([Cl:16])[CH:14]=[CH:15][C:2]=1[NH:1][C:30](=[O:31])[C:29]([C:21]1[CH:20]=[C:19]([C:18]([F:17])([F:35])[F:36])[CH:24]=[C:23]([C:25]([F:26])([F:27])[F:28])[CH:22]=1)([CH3:34])[CH3:33])(=[O:5])[C:6]1[CH:7]=[CH:8][CH:9]=[CH:10][CH:11]=1.